This data is from Forward reaction prediction with 1.9M reactions from USPTO patents (1976-2016). The task is: Predict the product of the given reaction. Given the reactants C([N:20]1[CH:24]=[C:23]([CH:25]2[CH2:34][C:33]3[CH:32]=[C:31]([NH2:35])[CH:30]=[CH:29][C:28]=3[CH2:27][CH2:26]2)[N:22]=[CH:21]1)(C1C=CC=CC=1)(C1C=CC=CC=1)C1C=CC=CC=1.Cl.CO, predict the reaction product. The product is: [NH:20]1[CH:24]=[C:23]([CH:25]2[CH2:34][C:33]3[CH:32]=[C:31]([NH2:35])[CH:30]=[CH:29][C:28]=3[CH2:27][CH2:26]2)[N:22]=[CH:21]1.